The task is: Binary Classification. Given a T-cell receptor sequence (or CDR3 region) and an epitope sequence, predict whether binding occurs between them.. This data is from TCR-epitope binding with 47,182 pairs between 192 epitopes and 23,139 TCRs. (1) The epitope is GLIYNRMGAVTTEV. The TCR CDR3 sequence is CASSLSGTGSQETQYF. Result: 1 (the TCR binds to the epitope). (2) The epitope is RPPIFIRRL. The TCR CDR3 sequence is CASSLGSGGDGYTF. Result: 0 (the TCR does not bind to the epitope). (3) The epitope is EEHVQIHTI. The TCR CDR3 sequence is CSVGGTRGPHYEQYF. Result: 1 (the TCR binds to the epitope). (4) The epitope is YVLDHLIVV. The TCR CDR3 sequence is CASSSLRGSNQPQHF. Result: 1 (the TCR binds to the epitope). (5) The epitope is FTISVTTEIL. The TCR CDR3 sequence is CASSLEIAGVNTGELFF. Result: 1 (the TCR binds to the epitope). (6) The epitope is PROT_97E67BCC. The TCR CDR3 sequence is CASSPVARGPYEQYF. Result: 1 (the TCR binds to the epitope). (7) Result: 1 (the TCR binds to the epitope). The TCR CDR3 sequence is CASSTSDQETQYF. The epitope is VVYRGTTTY.